From a dataset of Catalyst prediction with 721,799 reactions and 888 catalyst types from USPTO. Predict which catalyst facilitates the given reaction. (1) Reactant: [OH-].[Li+].[CH2:3]([O:10][C:11]1[CH:20]=[CH:19][C:14]([C:15]([O:17]C)=[O:16])=[CH:13][C:12]=1[O:21][CH2:22][CH:23]1[CH2:25][CH2:24]1)[C:4]1[CH:9]=[CH:8][CH:7]=[CH:6][CH:5]=1. Product: [CH2:3]([O:10][C:11]1[CH:20]=[CH:19][C:14]([C:15]([OH:17])=[O:16])=[CH:13][C:12]=1[O:21][CH2:22][CH:23]1[CH2:24][CH2:25]1)[C:4]1[CH:5]=[CH:6][CH:7]=[CH:8][CH:9]=1. The catalyst class is: 132. (2) Reactant: C([NH:5][C:6]([C:8]1[N:9]=[C:10]([N:18]2[CH2:23][CH2:22][CH:21]([NH:24][C:25]([C:27]3[NH:28][C:29]([CH3:34])=[C:30]([Cl:33])[C:31]=3[Cl:32])=[O:26])[CH2:20][CH2:19]2)[S:11][C:12]=1[C:13]([O:15]CC)=[O:14])=O)(C)(C)C.[Li+].[OH-].C1COCC1.Cl. Product: [C:6]([C:8]1[N:9]=[C:10]([N:18]2[CH2:23][CH2:22][CH:21]([NH:24][C:25]([C:27]3[NH:28][C:29]([CH3:34])=[C:30]([Cl:33])[C:31]=3[Cl:32])=[O:26])[CH2:20][CH2:19]2)[S:11][C:12]=1[C:13]([OH:15])=[O:14])#[N:5]. The catalyst class is: 72. (3) Reactant: F[C:2]1[CH:7]=[CH:6][C:5]([Br:8])=[C:4]([CH3:9])[C:3]=1[N+:10]([O-:12])=[O:11].[C:13]([N:20]1[CH2:25][CH2:24]C(N)[CH2:22][CH2:21]1)([O:15][C:16]([CH3:19])([CH3:18])[CH3:17])=[O:14].C([O-])([O-])=O.[K+].[K+].C[N:34](C=O)C. Product: [Br:8][C:5]1[CH:6]=[CH:7][C:2]([N:34]2[CH2:22][CH2:21][N:20]([C:13]([O:15][C:16]([CH3:17])([CH3:18])[CH3:19])=[O:14])[CH2:25][CH2:24]2)=[C:3]([N+:10]([O-:12])=[O:11])[C:4]=1[CH3:9]. The catalyst class is: 6. (4) Reactant: [CH3:1][O:2][C:3]1[CH:4]=[C:5]2[C:10](=[CH:11][CH:12]=1)[C:9](=[CH:13][C:14]([O:16][CH2:17][CH3:18])=[O:15])[CH2:8][CH2:7][CH2:6]2.[H][H]. Product: [CH3:1][O:2][C:3]1[CH:4]=[C:5]2[C:10](=[CH:11][CH:12]=1)[CH:9]([CH2:13][C:14]([O:16][CH2:17][CH3:18])=[O:15])[CH2:8][CH2:7][CH2:6]2. The catalyst class is: 29. (5) Reactant: [F:1][C:2]1[CH:15]=[C:14]([N+:16]([O-])=O)[CH:13]=[CH:12][C:3]=1[O:4][C:5]1[CH:6]=[CH:7][C:8](=[O:11])[NH:9][CH:10]=1.[Cl-].[NH4+]. Product: [NH2:16][C:14]1[CH:13]=[CH:12][C:3]([O:4][C:5]2[CH:6]=[CH:7][C:8](=[O:11])[NH:9][CH:10]=2)=[C:2]([F:1])[CH:15]=1. The catalyst class is: 406. (6) Reactant: [NH2:1][C:2]1[CH:7]=[CH:6][C:5]([C:8]2[C:16]3[C:15]([NH2:17])=[N:14][CH:13]=[N:12][C:11]=3[S:10][C:9]=2[CH2:18][CH3:19])=[CH:4][CH:3]=1.Cl[C:21](=[O:27])[C:22]([O:24][CH2:25][CH3:26])=[O:23].N1C=CC=CC=1. Product: [NH2:17][C:15]1[C:16]2[C:8]([C:5]3[CH:4]=[CH:3][C:2]([NH:1][C:21](=[O:27])[C:22]([O:24][CH2:25][CH3:26])=[O:23])=[CH:7][CH:6]=3)=[C:9]([CH2:18][CH3:19])[S:10][C:11]=2[N:12]=[CH:13][N:14]=1. The catalyst class is: 4.